This data is from Reaction yield outcomes from USPTO patents with 853,638 reactions. The task is: Predict the reaction yield, written as a fraction of the theoretical maximum amount of product (1.0 means a 100% yield; for example, 0.34 means a 34% yield). (1) The reactants are [Br:1][C:2]1[N:7]=[C:6]([NH:8][C:9]2[CH:10]=[C:11]3[C:15](=[CH:16][CH:17]=2)[NH:14][CH:13]=[CH:12]3)[C:5]([NH2:18])=[N:4][CH:3]=1.[C:19](N1C=CN=C1)(N1C=CN=C1)=[O:20]. The catalyst is C1COCC1. The product is [Br:1][C:2]1[N:7]=[C:6]2[N:8]([C:9]3[CH:10]=[C:11]4[C:15](=[CH:16][CH:17]=3)[NH:14][CH:13]=[CH:12]4)[C:19](=[O:20])[NH:18][C:5]2=[N:4][CH:3]=1. The yield is 0.410. (2) The reactants are Cl.Cl.[NH2:3][CH2:4][C:5]1[C:6]([CH2:26][CH:27]([CH3:29])[CH3:28])=[N:7][C:8]([CH3:25])=[C:9]([C:17]=1[C:18]1[CH:23]=[CH:22][C:21]([CH3:24])=[CH:20][CH:19]=1)[C:10]([O:12][CH2:13][C:14]([NH2:16])=[S:15])=[O:11].C(=O)([O-])O.[Na+].Cl[C:36]([O:38][CH2:39][C:40]1[CH:45]=[CH:44][CH:43]=[CH:42][CH:41]=1)=[O:37]. The catalyst is O1CCCC1.C(OCC)(=O)C. The product is [CH2:39]([O:38][C:36]([NH:3][CH2:4][C:5]1[C:6]([CH2:26][CH:27]([CH3:29])[CH3:28])=[N:7][C:8]([CH3:25])=[C:9]([C:17]=1[C:18]1[CH:19]=[CH:20][C:21]([CH3:24])=[CH:22][CH:23]=1)[C:10]([O:12][CH2:13][C:14]([NH2:16])=[S:15])=[O:11])=[O:37])[C:40]1[CH:45]=[CH:44][CH:43]=[CH:42][CH:41]=1. The yield is 0.870.